This data is from hERG potassium channel inhibition data for cardiac toxicity prediction from Karim et al.. The task is: Regression/Classification. Given a drug SMILES string, predict its toxicity properties. Task type varies by dataset: regression for continuous values (e.g., LD50, hERG inhibition percentage) or binary classification for toxic/non-toxic outcomes (e.g., AMES mutagenicity, cardiotoxicity, hepatotoxicity). Dataset: herg_karim. (1) The molecule is COc1cnc2c(c1)CN(C(=O)[C@@]13CCC[C@@H]1C[C@@H](NC1CCOCC1OC)C3)CC2. The result is 0 (non-blocker). (2) The compound is CN(C)c1cccc(C2(O)CCC(N3CC(NC(=O)CNC(=O)c4cccc(C(F)(F)F)c4)C3)CC2)c1. The result is 0 (non-blocker). (3) The drug is Nc1ncnc2c1c(-c1cnc3[nH]ccc3c1)nn2C1CCCC1. The result is 0 (non-blocker).